From a dataset of Full USPTO retrosynthesis dataset with 1.9M reactions from patents (1976-2016). Predict the reactants needed to synthesize the given product. (1) Given the product [O:12]1[CH:16]=[CH:15][CH:14]=[C:13]1[C:17]1[S:4][C:3]2[CH:5]=[CH:6][CH:7]=[CH:8][C:2]=2[C:1](=[O:10])[N:18]=1, predict the reactants needed to synthesize it. The reactants are: [C:1]([O:10]C)(=O)[C:2]1[C:3](=[CH:5][CH:6]=[CH:7][CH:8]=1)[SH:4].[O:12]1[CH:16]=[CH:15][CH:14]=[C:13]1[C:17]#[N:18].C(N(CC)CC)C. (2) Given the product [CH3:1][S:2]([C:5]1[CH:10]=[CH:9][C:8]([C:11]2[CH:12]=[CH:13][C:14]([O:17][CH2:18][CH:19]3[CH2:24][CH2:23][N:22]([C:25]4[NH:31][N:30]=[N:29][N:26]=4)[CH2:21][CH2:20]3)=[CH:15][N:16]=2)=[CH:7][CH:6]=1)(=[O:3])=[O:4], predict the reactants needed to synthesize it. The reactants are: [CH3:1][S:2]([C:5]1[CH:10]=[CH:9][C:8]([C:11]2[N:16]=[CH:15][C:14]([O:17][CH2:18][CH:19]3[CH2:24][CH2:23][N:22]([C:25]#[N:26])[CH2:21][CH2:20]3)=[CH:13][CH:12]=2)=[CH:7][CH:6]=1)(=[O:4])=[O:3].[Cl-].[NH4+].[N-:29]=[N+:30]=[N-:31].[Na+]. (3) Given the product [CH3:18][O:17][C:14]1[N:13]=[CH:12][C:11]([NH:10][C:8]([C:3]2[C:4]([CH3:7])=[N:5][S:6][C:2]=2[NH:1][C:20]2[CH:25]=[N:24][C:23]([C:26]([F:29])([F:28])[F:27])=[CH:22][N:21]=2)=[O:9])=[CH:16][CH:15]=1, predict the reactants needed to synthesize it. The reactants are: [NH2:1][C:2]1[S:6][N:5]=[C:4]([CH3:7])[C:3]=1[C:8]([NH:10][C:11]1[CH:12]=[N:13][C:14]([O:17][CH3:18])=[CH:15][CH:16]=1)=[O:9].Cl[C:20]1[CH:25]=[N:24][C:23]([C:26]([F:29])([F:28])[F:27])=[CH:22][N:21]=1.C(=O)([O-])[O-].[Cs+].[Cs+].CC1(C)C2C(=C(P(C3C=CC=CC=3)C3C=CC=CC=3)C=CC=2)OC2C(P(C3C=CC=CC=3)C3C=CC=CC=3)=CC=CC1=2. (4) Given the product [F:27][C:28]1[CH:29]=[C:30]([O:31][CH2:32][C@H:33]2[CH2:38][CH2:37][C@H:36]([O:39][CH:40]3[CH2:45][CH2:44][CH2:43][CH2:42][O:41]3)[CH2:35][CH2:34]2)[CH:46]=[CH:47][C:48]=1[C:2]1[CH:7]=[CH:6][N:5]([CH2:8][CH2:9][C@@:10]([CH3:25])([S:21]([CH3:24])(=[O:23])=[O:22])[C:11]([NH:13][O:14][CH:15]2[CH2:20][CH2:19][CH2:18][CH2:17][O:16]2)=[O:12])[C:4](=[O:26])[CH:3]=1, predict the reactants needed to synthesize it. The reactants are: I[C:2]1[CH:7]=[CH:6][N:5]([CH2:8][CH2:9][C@@:10]([CH3:25])([S:21]([CH3:24])(=[O:23])=[O:22])[C:11]([NH:13][O:14][C@@H:15]2[CH2:20][CH2:19][CH2:18][CH2:17][O:16]2)=[O:12])[C:4](=[O:26])[CH:3]=1.[F:27][C:28]1[CH:29]=[C:30]([CH:46]=[CH:47][C:48]=1B1OC(C)(C)C(C)(C)O1)[O:31][CH2:32][C@H:33]1[CH2:38][CH2:37][C@H:36]([O:39][CH:40]2[CH2:45][CH2:44][CH2:43][CH2:42][O:41]2)[CH2:35][CH2:34]1.C[C@@](S(C)(=O)=O)(CCN1C=CC(C2C=CC(OC[C@H]3CC[C@@H](OC4CCCCO4)CC3)=CC=2)=CC1=O)C(NOC1CCCCO1)=O. (5) Given the product [F:30][C:23]([F:31])([C:24]1[CH:29]=[CH:28][CH:27]=[CH:26][N:25]=1)[CH2:22][NH:6][CH:5]1[C:40](=[O:41])[CH:39]=[C:38]([CH3:42])[N:37]([CH2:43][C:44]([O:46][C:47]([CH3:50])([CH3:49])[CH3:48])=[O:45])[C:36]1=[O:51], predict the reactants needed to synthesize it. The reactants are: C([C:5]1C=C(C)C=C(C(C)(C)C)[N:6]=1)(C)(C)C.FC(F)(F)S(O[CH2:22][C:23]([F:31])([F:30])[C:24]1[CH:29]=[CH:28][CH:27]=[CH:26][N:25]=1)(=O)=O.NN1[C:40](=[O:41])[CH:39]=[C:38]([CH3:42])[N:37]([CH2:43][C:44]([O:46][C:47]([CH3:50])([CH3:49])[CH3:48])=[O:45])[C:36]1=[O:51]. (6) The reactants are: [OH:1][C@H:2]1[C@@H:7]2[O:8][CH:9]([C:12]3[CH:17]=[CH:16][CH:15]=[CH:14][CH:13]=3)[O:10][CH2:11][C@H:6]2[O:5][CH2:4][C@@H:3]1[O:18]C(=O)C.C1C=CC(P(C2C=CC=CC=2)C2C=CC=CC=2)=CC=1.C(O)(=O)C1C=CC=CC=1.N(C(OC(C)C)=O)=NC(OC(C)C)=O.C([O-])([O-])=O.[K+].[K+]. Given the product [C:12]1([CH:9]2[O:8][C@H:7]3[C@@H:2]([OH:1])[C@@H:3]([OH:18])[CH2:4][O:5][C@@H:6]3[CH2:11][O:10]2)[CH:13]=[CH:14][CH:15]=[CH:16][CH:17]=1, predict the reactants needed to synthesize it. (7) The reactants are: F[C:2]1[CH:7]=[CH:6][CH:5]=[C:4]([F:8])[N:3]=1.[C:9]([CH:11]1[CH2:16][CH2:15][N:14]([C:17]([O:19][C:20]([CH3:23])([CH3:22])[CH3:21])=[O:18])[CH2:13][CH2:12]1)#[N:10].C[Si](C)(C)[N-][Si](C)(C)C.[K+]. Given the product [C:9]([C:11]1([C:2]2[CH:7]=[CH:6][CH:5]=[C:4]([F:8])[N:3]=2)[CH2:16][CH2:15][N:14]([C:17]([O:19][C:20]([CH3:23])([CH3:22])[CH3:21])=[O:18])[CH2:13][CH2:12]1)#[N:10], predict the reactants needed to synthesize it. (8) The reactants are: [CH:1]1([CH2:7]Br)[CH2:6][CH2:5][CH2:4][CH2:3][CH2:2]1.[C:9]1([N:15]2[C:23](=[O:24])[C:22]3[C@@H:21]4[C:25]([CH3:27])([CH3:26])[C@@:18]([CH3:28])([CH2:19][CH2:20]4)[C:17]=3[NH:16]2)[CH:14]=[CH:13][CH:12]=[CH:11][CH:10]=1.C. Given the product [CH:1]1([CH2:7][N:16]2[C:17]3[C@:18]4([CH3:28])[C:25]([CH3:27])([CH3:26])[C@@H:21]([CH2:20][CH2:19]4)[C:22]=3[C:23](=[O:24])[N:15]2[C:9]2[CH:10]=[CH:11][CH:12]=[CH:13][CH:14]=2)[CH2:6][CH2:5][CH2:4][CH2:3][CH2:2]1, predict the reactants needed to synthesize it.